This data is from Reaction yield outcomes from USPTO patents with 853,638 reactions. The task is: Predict the reaction yield, written as a fraction of the theoretical maximum amount of product (1.0 means a 100% yield; for example, 0.34 means a 34% yield). The reactants are [H-].[H-].[H-].[H-].[Li+].[Al+3].[Al+3].[Cl-].[Cl-].[Cl-].[C:11]([C:15]1([CH2:26][O:27][CH3:28])[CH2:20][O:19][C:18]2([CH2:25][CH2:24][CH2:23][CH2:22][CH2:21]2)[O:17][CH2:16]1)([CH3:14])([CH3:13])[CH3:12].[OH-].[Na+].S([O-])([O-])(=O)=O.[Na+].[Na+]. The catalyst is CCCCCC.C(OCC)(=O)C.C(N(CC)CC)C.O.C(OCC)C. The product is [CH:18]1([O:17][CH2:16][C:15]([CH2:26][O:27][CH3:28])([C:11]([CH3:14])([CH3:12])[CH3:13])[CH2:20][OH:19])[CH2:25][CH2:24][CH2:23][CH2:22][CH2:21]1. The yield is 0.500.